This data is from Full USPTO retrosynthesis dataset with 1.9M reactions from patents (1976-2016). The task is: Predict the reactants needed to synthesize the given product. The reactants are: [Br:1][C:2]1[N:10]=[CH:9][N:8]=[C:7]2[C:3]=1[N:4]=[CH:5][NH:6]2.O.C1(C)C=CC(S(O)(=O)=O)=CC=1.[O:23]1[CH:28]=[CH:27][CH2:26][CH2:25][CH2:24]1. Given the product [Br:1][C:2]1[N:10]=[CH:9][N:8]=[C:7]2[C:3]=1[N:4]=[CH:5][N:6]2[CH:24]1[CH2:25][CH2:26][CH2:27][CH2:28][O:23]1, predict the reactants needed to synthesize it.